Regression. Given two drug SMILES strings and cell line genomic features, predict the synergy score measuring deviation from expected non-interaction effect. From a dataset of NCI-60 drug combinations with 297,098 pairs across 59 cell lines. (1) Synergy scores: CSS=27.9, Synergy_ZIP=3.50, Synergy_Bliss=3.10, Synergy_Loewe=-23.1, Synergy_HSA=3.47. Drug 1: CC1OCC2C(O1)C(C(C(O2)OC3C4COC(=O)C4C(C5=CC6=C(C=C35)OCO6)C7=CC(=C(C(=C7)OC)O)OC)O)O. Cell line: DU-145. Drug 2: C1=CC=C(C(=C1)C(C2=CC=C(C=C2)Cl)C(Cl)Cl)Cl. (2) Drug 1: CCC(=C(C1=CC=CC=C1)C2=CC=C(C=C2)OCCN(C)C)C3=CC=CC=C3.C(C(=O)O)C(CC(=O)O)(C(=O)O)O. Drug 2: CC1=C(C=C(C=C1)NC(=O)C2=CC=C(C=C2)CN3CCN(CC3)C)NC4=NC=CC(=N4)C5=CN=CC=C5. Cell line: NCI-H522. Synergy scores: CSS=-3.06, Synergy_ZIP=-0.427, Synergy_Bliss=-4.06, Synergy_Loewe=-4.17, Synergy_HSA=-5.00. (3) Drug 1: CC1=C(C=C(C=C1)NC2=NC=CC(=N2)N(C)C3=CC4=NN(C(=C4C=C3)C)C)S(=O)(=O)N.Cl. Drug 2: CC1C(C(CC(O1)OC2CC(OC(C2O)C)OC3=CC4=CC5=C(C(=O)C(C(C5)C(C(=O)C(C(C)O)O)OC)OC6CC(C(C(O6)C)O)OC7CC(C(C(O7)C)O)OC8CC(C(C(O8)C)O)(C)O)C(=C4C(=C3C)O)O)O)O. Cell line: NCI/ADR-RES. Synergy scores: CSS=-2.39, Synergy_ZIP=0.954, Synergy_Bliss=-1.86, Synergy_Loewe=-2.96, Synergy_HSA=-3.70.